This data is from Forward reaction prediction with 1.9M reactions from USPTO patents (1976-2016). The task is: Predict the product of the given reaction. Given the reactants [NH2:1][C:2]1[C:3]([C:10]([O:12]CC)=[O:11])=[N:4][O:5][C:6]=1[CH:7]([CH3:9])[CH3:8].[OH-].[Na+].Cl, predict the reaction product. The product is: [NH2:1][C:2]1[C:3]([C:10]([OH:12])=[O:11])=[N:4][O:5][C:6]=1[CH:7]([CH3:9])[CH3:8].